This data is from Peptide-MHC class II binding affinity with 134,281 pairs from IEDB. The task is: Regression. Given a peptide amino acid sequence and an MHC pseudo amino acid sequence, predict their binding affinity value. This is MHC class II binding data. The peptide sequence is YTDVFSLDPTFTIETT. The MHC is HLA-DPA10103-DPB10401 with pseudo-sequence HLA-DPA10103-DPB10401. The binding affinity (normalized) is 0.254.